Dataset: CYP3A4 inhibition data for predicting drug metabolism from PubChem BioAssay. Task: Regression/Classification. Given a drug SMILES string, predict its absorption, distribution, metabolism, or excretion properties. Task type varies by dataset: regression for continuous measurements (e.g., permeability, clearance, half-life) or binary classification for categorical outcomes (e.g., BBB penetration, CYP inhibition). Dataset: cyp3a4_veith. (1) The compound is CN(Cc1cccc2ccccc12)Cc1cccc2ccccc12. The result is 0 (non-inhibitor). (2) The molecule is CC(C)[C@@H]1NC(=O)[C@H](CCCCN)NC(=O)[C@H](Cc2c[nH]c3ccccc23)NC(=O)[C@H](Cc2ccc(O)cc2)NC(=O)[C@H](C)N(C)C(=O)[C@H](Cc2ccccc2)NC1=O. The result is 1 (inhibitor). (3) The compound is COc1ccc(CNc2cc(-c3ccccc3Cl)ncn2)c(OC)c1. The result is 1 (inhibitor). (4) The compound is COC(=O)[C@@]1(Cc2ccc(OC)cc2)[C@H]2c3cc(C(=O)N4CCCC4)n(CCc4ccc(OC)c(Br)c4)c3C[C@H]2CN1C(=O)c1ccccc1. The result is 1 (inhibitor). (5) The drug is CCNC(=S)NNC(=O)c1cc(CC(C)C)nc2ccccc12. The result is 0 (non-inhibitor). (6) The molecule is COc1cc(CNn2nnnc2N)ccc1OCc1c(Cl)cccc1Cl. The result is 1 (inhibitor).